Binary Classification. Given a drug SMILES string, predict its activity (active/inactive) in a high-throughput screening assay against a specified biological target. From a dataset of Serine/threonine kinase 33 screen with 319,792 compounds. (1) The molecule is s1c2c(cc(NCCCN3CCOCC3)cc2)c(=O)c2c1cccc2. The result is 1 (active). (2) The compound is O=C1N(C(=O)C2C1C1CC2C=C1)CCNC(=O)Nc1cccnc1. The result is 0 (inactive). (3) The molecule is O1CCN(CC1)c1nnc(n2nc(c(c2C)CCC(=O)Nc2ccc(cc2)C(=O)C)C)cc1. The result is 0 (inactive). (4) The molecule is S(Cc1ccc(cc1)C)c1[nH]c(c2ccccc2)c(c(=O)n1)C#N. The result is 0 (inactive).